From a dataset of Full USPTO retrosynthesis dataset with 1.9M reactions from patents (1976-2016). Predict the reactants needed to synthesize the given product. (1) Given the product [CH:17]1([N:11]2[CH2:12][CH2:13][N:8]([C:6]([O:5][C:1]([CH3:4])([CH3:2])[CH3:3])=[O:7])[CH2:9][CH2:10]2)[CH2:19][CH2:18]1, predict the reactants needed to synthesize it. The reactants are: [C:1]([O:5][C:6]([N:8]1[CH2:13][CH2:12][NH:11][CH2:10][CH2:9]1)=[O:7])([CH3:4])([CH3:3])[CH3:2].C(O[C:17]1(O[Si](C)(C)C)[CH2:19][CH2:18]1)C.[BH3-]C#N.[Na+].[OH-].[Na+]. (2) The reactants are: BrC1N=C(/C=C(\C#N)/C(NC(C2C=CC(OCCOCCOCCN(C(O)=O)C(O)=O)=CC=2)CCC)=O)C=CC=1.BrC1N=C(/C=C(\C#N)/C(NC(C2C=CC(OCCN(CC)CC)=CC=2)CCC)=O)C=CC=1.C(CC([NH:78][CH:79]([C:83]1[CH:112]=[CH:111][C:86]([O:87][CH2:88][CH2:89][O:90][CH2:91][CH2:92][O:93][CH2:94][CH2:95][N:96]([C:104]([O:106][C:107]([CH3:110])([CH3:109])[CH3:108])=[O:105])[C:97]([O:99][C:100]([CH3:103])([CH3:102])[CH3:101])=[O:98])=[CH:85][CH:84]=1)[CH2:80][CH2:81][CH3:82])=O)#N. Given the product [NH2:78][CH:79]([C:83]1[CH:84]=[CH:85][C:86]([O:87][CH2:88][CH2:89][O:90][CH2:91][CH2:92][O:93][CH2:94][CH2:95][N:96]([C:104]([O:106][C:107]([CH3:110])([CH3:109])[CH3:108])=[O:105])[C:97]([O:99][C:100]([CH3:101])([CH3:102])[CH3:103])=[O:98])=[CH:111][CH:112]=1)[CH2:80][CH2:81][CH3:82], predict the reactants needed to synthesize it. (3) Given the product [NH2:13][C:8]1[CH:7]=[C:6]2[C:11]([CH:12]=[C:3]([CH2:2][OH:1])[CH:4]=[N:5]2)=[N:10][CH:9]=1, predict the reactants needed to synthesize it. The reactants are: [OH:1][CH2:2][C:3]1[CH:12]=[C:11]2[C:6]([CH:7]=[C:8]([NH:13]C(=O)OCC3C=CC=CC=3)[CH:9]=[N:10]2)=[N:5][CH:4]=1. (4) Given the product [ClH:21].[CH3:1][O:2][C:3]1[C:4]([N+:16]([O-:18])=[O:17])=[C:5]2[C:10](=[CH:11][C:12]=1[O:13][CH3:14])[N:9]=[CH:8][N:7]=[C:6]2[NH:27][C:26]1[CH:28]=[CH:29][C:30]([CH3:31])=[C:24]([OH:23])[CH:25]=1, predict the reactants needed to synthesize it. The reactants are: [CH3:1][O:2][C:3]1[C:4]([N+:16]([O-:18])=[O:17])=[C:5]2[C:10](=[CH:11][C:12]=1[O:13][CH3:14])[N:9]=[CH:8][NH:7][C:6]2=O.S(Cl)([Cl:21])=O.[OH:23][C:24]1[CH:25]=[C:26]([CH:28]=[CH:29][C:30]=1[CH3:31])[NH2:27]. (5) Given the product [N:13]1[CH:18]=[CH:17][C:16]([CH2:19][O:20][C:1]([NH:21][C:22]2[S:23][CH:24]=[C:25]([CH2:27][C:28]([OH:30])=[O:29])[N:26]=2)=[O:2])=[CH:15][CH:14]=1, predict the reactants needed to synthesize it. The reactants are: [C:1](N1C=CN=C1)(N1C=CN=C1)=[O:2].[N:13]1[CH:18]=[CH:17][C:16]([CH2:19][OH:20])=[CH:15][CH:14]=1.[NH2:21][C:22]1[S:23][CH:24]=[C:25]([CH2:27][C:28]([OH:30])=[O:29])[N:26]=1.C1CCN2C(=NCCC2)CC1.C(N(CC)CC)C. (6) Given the product [CH3:30][O:31][C:32](=[O:39])[C:33]1[CH:38]=[CH:37][CH:36]=[C:35]([CH2:40][NH:1][C:2]2[CH:22]=[C:21]([C:23]3[N:27]=[C:26]([CH3:28])[O:25][N:24]=3)[CH:20]=[CH:19][C:3]=2[CH2:4][NH:5][C:6](=[O:18])[C:7]2[CH:12]=[C:11]([O:13][CH3:14])[C:10]([CH3:15])=[C:9]([O:16][CH3:17])[CH:8]=2)[CH:34]=1, predict the reactants needed to synthesize it. The reactants are: [NH2:1][C:2]1[CH:22]=[C:21]([C:23]2[N:27]=[C:26]([CH3:28])[O:25][N:24]=2)[CH:20]=[CH:19][C:3]=1[CH2:4][NH:5][C:6](=[O:18])[C:7]1[CH:12]=[C:11]([O:13][CH3:14])[C:10]([CH3:15])=[C:9]([O:16][CH3:17])[CH:8]=1.Br[CH2:30][O:31][C:32](=[O:39])[C:33]1[CH:38]=[CH:37][CH:36]=[CH:35][CH:34]=1.[C:40](=O)([O-])[O-].[K+].[K+].